This data is from Reaction yield outcomes from USPTO patents with 853,638 reactions. The task is: Predict the reaction yield, written as a fraction of the theoretical maximum amount of product (1.0 means a 100% yield; for example, 0.34 means a 34% yield). The reactants are C(N(CC)CC)C.[CH2:8]([O:15][C:16]([N:18]1[CH2:24][CH:23]([OH:25])[CH:22]([NH:26][C:27](=[O:45])[C@@H:28]([NH:33][C:34]([C:36]2[O:37][C:38]3[CH:44]=[CH:43][CH:42]=[CH:41][C:39]=3[CH:40]=2)=[O:35])[CH2:29][CH:30]([CH3:32])[CH3:31])[CH2:21][CH2:20][N:19]1[CH3:46])=[O:17])[C:9]1[CH:14]=[CH:13][CH:12]=[CH:11][CH:10]=1. The catalyst is CS(C)=O.O. The product is [CH2:8]([O:15][C:16]([N:18]1[CH2:24][C:23](=[O:25])[C@@H:22]([NH:26][C:27](=[O:45])[C@@H:28]([NH:33][C:34]([C:36]2[O:37][C:38]3[CH:44]=[CH:43][CH:42]=[CH:41][C:39]=3[CH:40]=2)=[O:35])[CH2:29][CH:30]([CH3:32])[CH3:31])[CH2:21][CH2:20][N:19]1[CH3:46])=[O:17])[C:9]1[CH:10]=[CH:11][CH:12]=[CH:13][CH:14]=1. The yield is 0.820.